From a dataset of Catalyst prediction with 721,799 reactions and 888 catalyst types from USPTO. Predict which catalyst facilitates the given reaction. (1) Reactant: [Cl:1][C:2]1[CH:3]=[C:4]([S:9]([NH:12][C:13]2[CH:14]=[C:15]3[C:19](=[CH:20][CH:21]=2)[N:18]([C:22]2[N:27]=[CH:26][CH:25]=[CH:24][N:23]=2)[CH2:17][CH2:16]3)(=[O:11])=[O:10])[CH:5]=[C:6]([Cl:8])[CH:7]=1.C(=O)([O-])[O-].[K+].[K+].Br[CH2:35][C:36]([O:38][C:39]([CH3:42])([CH3:41])[CH3:40])=[O:37]. Product: [C:39]([O:38][C:36](=[O:37])[CH2:35][N:12]([S:9]([C:4]1[CH:3]=[C:2]([Cl:1])[CH:7]=[C:6]([Cl:8])[CH:5]=1)(=[O:10])=[O:11])[C:13]1[CH:14]=[C:15]2[C:19](=[CH:20][CH:21]=1)[N:18]([C:22]1[N:23]=[CH:24][CH:25]=[CH:26][N:27]=1)[CH2:17][CH2:16]2)([CH3:42])([CH3:41])[CH3:40]. The catalyst class is: 42. (2) Reactant: [CH3:1][O:2][C:3]1[CH:4]=[C:5]2[C:10](=[CH:11][CH:12]=1)[O:9][CH2:8][CH:7]([CH2:13]OS(C1C=CC(C)=CC=1)(=O)=O)[CH2:6]2.[C-:25]#[N:26].[K+]. Product: [CH3:1][O:2][C:3]1[CH:4]=[C:5]2[C:10](=[CH:11][CH:12]=1)[O:9][CH2:8][CH:7]([CH2:13][C:25]#[N:26])[CH2:6]2. The catalyst class is: 9. (3) Reactant: CC1(C)C[CH:10]([NH2:12])[C:9]2[C:4](=[CH:5][CH:6]=[CH:7]C=2)[O:3]1.[CH:14]1([O:19][C:20]2[C:25]([O:26][CH3:27])=[CH:24][CH:23]=[CH:22][C:21]=2[CH2:28][CH2:29][CH2:30][C:31]([OH:33])=O)[CH2:18][CH2:17][CH2:16][CH2:15]1.CCN=C=NCCCN(C)C.[ClH:45].[CH:46]1[CH:47]=[CH:48][C:49]2N(O)N=N[C:50]=2[CH:51]=1.C(N(CC)CC)C. Product: [Cl:45][C:46]1[CH:51]=[C:50]2[C:49](=[CH:48][CH:47]=1)[O:3][C:4]1([CH2:5][CH2:6][CH2:7]1)[CH2:9][CH:10]2[NH:12][C:31](=[O:33])[CH2:30][CH2:29][CH2:28][C:21]1[CH:22]=[CH:23][CH:24]=[C:25]([O:26][CH3:27])[C:20]=1[O:19][CH:14]1[CH2:15][CH2:16][CH2:17][CH2:18]1. The catalyst class is: 4. (4) Reactant: [CH2:1]([CH:8]([CH:20]1[CH2:25][CH2:24][CH2:23][CH2:22][NH:21]1)[CH2:9][NH:10][CH:11]1[CH2:19][C:18]2[C:13](=[CH:14][CH:15]=[CH:16][CH:17]=2)[CH2:12]1)[C:2]1[CH:7]=[CH:6][CH:5]=[CH:4][CH:3]=1.Br[C:27]1[S:28][CH:29]=[CH:30][N:31]=1.CC([O-])(C)C.[Na+]. Product: [CH2:1]([CH:8]([CH:20]1[CH2:25][CH2:24][CH2:23][CH2:22][NH:21]1)[CH2:9][N:10]([CH:11]1[CH2:19][C:18]2[C:13](=[CH:14][CH:15]=[CH:16][CH:17]=2)[CH2:12]1)[C:27]1[S:28][CH:29]=[CH:30][N:31]=1)[C:2]1[CH:3]=[CH:4][CH:5]=[CH:6][CH:7]=1. The catalyst class is: 101. (5) Reactant: CN(C)C=O.CS([O:10][CH2:11][CH2:12][CH2:13][CH2:14][CH2:15][CH2:16][C:17]([CH3:21])=[C:18]([F:20])[F:19])(=O)=O.[S:22]1[C:26]([C:27](O)=[O:28])=[CH:25][C:24]2[CH:30]=[CH:31][CH:32]=[CH:33][C:23]1=2.C(=O)([O-])O.[Na+]. Product: [S:22]1[C:26]([C:27]([O:10][CH2:11][CH2:12][CH2:13][CH2:14][CH2:15][CH2:16][C:17]([CH3:21])=[C:18]([F:19])[F:20])=[O:28])=[CH:25][C:24]2[CH:30]=[CH:31][CH:32]=[CH:33][C:23]1=2. The catalyst class is: 6.